This data is from Reaction yield outcomes from USPTO patents with 853,638 reactions. The task is: Predict the reaction yield, written as a fraction of the theoretical maximum amount of product (1.0 means a 100% yield; for example, 0.34 means a 34% yield). (1) The reactants are C([O:3][C:4](=[O:41])[C:5]([CH3:40])([O:7][C:8]1[CH:13]=[CH:12][C:11]([O:14][CH2:15][CH2:16][CH:17]([O:21][C:22]2[CH:36]=[CH:35][C:25]3[C:26]([C:29]4[CH:34]=[CH:33][CH:32]=[CH:31][CH:30]=4)=[N:27][O:28][C:24]=3[C:23]=2[CH2:37][CH2:38][CH3:39])[CH2:18][CH2:19][CH3:20])=[CH:10][CH:9]=1)[CH3:6])C.[OH-].[Na+].Cl. The catalyst is C(O)C.O. The product is [CH3:40][C:5]([O:7][C:8]1[CH:9]=[CH:10][C:11]([O:14][CH2:15][CH2:16][CH:17]([O:21][C:22]2[CH:36]=[CH:35][C:25]3[C:26]([C:29]4[CH:30]=[CH:31][CH:32]=[CH:33][CH:34]=4)=[N:27][O:28][C:24]=3[C:23]=2[CH2:37][CH2:38][CH3:39])[CH2:18][CH2:19][CH3:20])=[CH:12][CH:13]=1)([CH3:6])[C:4]([OH:41])=[O:3]. The yield is 0.790. (2) The catalyst is C1(C)C=CC=CC=1. The product is [CH:34]12[N:29]([CH2:28][C:27]3[CH:45]=[CH:46][C:24]([C:22]4[CH:21]=[N:20][C:7]5[N:8]([CH2:12][O:13][CH2:14][CH2:15][Si:16]([CH3:17])([CH3:18])[CH3:19])[C:9]6[CH:10]=[N:11][C:3]([C:1]#[N:2])=[CH:4][C:5]=6[C:6]=5[CH:23]=4)=[CH:25][CH:26]=3)[CH:30]([CH2:36][CH2:35]1)[CH2:31][CH2:32][CH2:33]2. The reactants are [C:1]([C:3]1[N:11]=[CH:10][C:9]2[N:8]([CH2:12][O:13][CH2:14][CH2:15][Si:16]([CH3:19])([CH3:18])[CH3:17])[C:7]3[N:20]=[CH:21][C:22]([C:24]4[CH:46]=[CH:45][C:27]([CH2:28][N:29]5[CH:34]6[CH2:35][CH2:36][CH:30]5[CH2:31][CH:32](OC(N5C=CN=C5)=S)[CH2:33]6)=[CH:26][CH:25]=4)=[CH:23][C:6]=3[C:5]=2[CH:4]=1)#[N:2].CC(N=NC(C#N)(C)C)(C#N)C.C([SnH](CCCC)CCCC)CCC. The yield is 0.840. (3) The reactants are [Cl:1][C:2]1[N:10]=[C:9]2[C:5]([N:6]=[CH:7][N:8]2[CH3:11])=[C:4](Cl)[N:3]=1.[C:13]1([C:19]2[CH:26]=[CH:25][C:22]([CH2:23][NH2:24])=[CH:21][CH:20]=2)[CH:18]=[CH:17][CH:16]=[CH:15][CH:14]=1.C(N(CC)CC)C. The catalyst is CCCCO. The product is [C:19]1([C:13]2[CH:14]=[CH:15][CH:16]=[CH:17][CH:18]=2)[CH:20]=[CH:21][C:22]([CH2:23][NH:24][C:4]2[N:3]=[C:2]([Cl:1])[N:10]=[C:9]3[C:5]=2[N:6]=[CH:7][N:8]3[CH3:11])=[CH:25][CH:26]=1. The yield is 0.860. (4) The reactants are [OH:1][CH2:2][C@H:3]([NH:8][C:9](=[O:18])[C:10]1[CH:15]=[CH:14][C:13]([CH3:16])=[C:12]([CH3:17])[CH:11]=1)[CH2:4][CH:5]([CH3:7])[CH3:6].[OH-].[Na+].I[CH3:22]. The catalyst is CN(C=O)C. The product is [CH3:22][O:1][CH2:2][C@H:3]([NH:8][C:9](=[O:18])[C:10]1[CH:15]=[CH:14][C:13]([CH3:16])=[C:12]([CH3:17])[CH:11]=1)[CH2:4][CH:5]([CH3:7])[CH3:6]. The yield is 0.730. (5) The reactants are [CH3:1][O:2][C:3]1[CH:4]=[C:5]2[C:10](=[CH:11][CH:12]=1)[C:9](=[O:13])[CH2:8][CH2:7][CH2:6]2.O.[C:15]([OH:19])(=[O:18])[CH:16]=[O:17]. The catalyst is CCOC(C)=O. The product is [OH:17][CH:16]([CH:8]1[CH2:7][CH2:6][C:5]2[C:10](=[CH:11][CH:12]=[C:3]([O:2][CH3:1])[CH:4]=2)[C:9]1=[O:13])[C:15]([OH:19])=[O:18]. The yield is 0.300. (6) The reactants are [CH2:1]([O:3][C:4]([C:6]1[CH2:7][N:8](CC2C=CC=CC=2)[CH2:9][C:10]([F:30])([F:29])[C:11]=1[C:12]1[CH:17]=[CH:16][C:15]([CH2:18][CH2:19][CH2:20][O:21][Si](C(C)(C)C)(C)C)=[CH:14][CH:13]=1)=[O:5])[CH3:2].[CH3:50][C:49]([O:48][C:46](O[C:46]([O:48][C:49]([CH3:52])([CH3:51])[CH3:50])=[O:47])=[O:47])([CH3:52])[CH3:51].N#N. The catalyst is CCO.[Pd]. The product is [CH2:1]([O:3][C:4]([C:6]1[CH2:7][N:8]([C:46]([O:48][C:49]([CH3:50])([CH3:51])[CH3:52])=[O:47])[CH2:9][C:10]([F:30])([F:29])[C:11]=1[C:12]1[CH:17]=[CH:16][C:15]([CH2:18][CH2:19][CH2:20][OH:21])=[CH:14][CH:13]=1)=[O:5])[CH3:2]. The yield is 0.900. (7) The product is [CH2:36]([N:40]([CH2:45][CH2:46][CH2:47][CH3:48])[CH2:41][CH2:42][CH2:43][NH:44][C:16]1[N:17]=[C:18]([C:19]2[CH:20]=[C:21]([CH:28]=[CH:29][C:30]=2[CH3:31])[C:22]([NH:24][CH2:25][CH2:26][CH3:27])=[O:23])[C:13]2[CH2:12][NH:11][C:10](=[O:35])[N:9]([C:3]3[C:2]([F:1])=[CH:7][CH:6]=[CH:5][C:4]=3[F:8])[C:14]=2[N:15]=1)[CH2:37][CH2:38][CH3:39]. The yield is 0.830. The reactants are [F:1][C:2]1[CH:7]=[CH:6][CH:5]=[C:4]([F:8])[C:3]=1[N:9]1[C:14]2[N:15]=[C:16](S(C)=O)[N:17]=[C:18]([C:19]3[CH:20]=[C:21]([CH:28]=[CH:29][C:30]=3[CH3:31])[C:22]([NH:24][CH2:25][CH2:26][CH3:27])=[O:23])[C:13]=2[CH2:12][NH:11][C:10]1=[O:35].[CH2:36]([N:40]([CH2:45][CH2:46][CH2:47][CH3:48])[CH2:41][CH2:42][CH2:43][NH2:44])[CH2:37][CH2:38][CH3:39]. The catalyst is C(Cl)Cl. (8) The reactants are [Cl:1][C:2]1[CH:7]=[C:6]2[NH:8][C:9](=[O:27])[C@:10]3([CH:15]([CH:16]([CH3:18])[CH3:17])[CH2:14][C:13](=[S:19])[NH:12][C@H:11]3[C:20]3[CH:25]=[CH:24][CH:23]=[C:22]([Cl:26])[CH:21]=3)[C:5]2=[CH:4][CH:3]=1.I[CH3:29]. The catalyst is ClC(Cl)C. The product is [Cl:1][C:2]1[CH:7]=[C:6]2[NH:8][C:9](=[O:27])[C@:10]3([CH:15]([CH:16]([CH3:18])[CH3:17])[CH2:14][C:13]([S:19][CH3:29])=[N:12][C@H:11]3[C:20]3[CH:25]=[CH:24][CH:23]=[C:22]([Cl:26])[CH:21]=3)[C:5]2=[CH:4][CH:3]=1. The yield is 0.700. (9) The reactants are [N:1]1[CH:6]=[CH:5][CH:4]=[CH:3][C:2]=1[CH2:7][SH:8].[H-].[Na+].[C:11]([O:15][C:16]([N:18]1[CH2:24][CH2:23][C:22]2[C:25]([CH2:30]Cl)=[C:26]([Cl:29])[CH:27]=[CH:28][C:21]=2[CH2:20][CH2:19]1)=[O:17])([CH3:14])([CH3:13])[CH3:12]. The catalyst is CN(C=O)C.O. The product is [C:11]([O:15][C:16]([N:18]1[CH2:24][CH2:23][C:22]2[C:25]([CH2:30][S:8][CH2:7][C:2]3[CH:3]=[CH:4][CH:5]=[CH:6][N:1]=3)=[C:26]([Cl:29])[CH:27]=[CH:28][C:21]=2[CH2:20][CH2:19]1)=[O:17])([CH3:14])([CH3:13])[CH3:12]. The yield is 0.400. (10) The reactants are Cl[C:2]1[CH:7]=[C:6](Cl)[N:5]=[CH:4][N:3]=1.[C:9]1(B(O)O)[CH:14]=[CH:13][CH:12]=[CH:11][CH:10]=1.C(=O)([O-])[O-].[Na+].[Na+]. The catalyst is C1C=CC(P(C2C=CC=CC=2)C2C=CC=CC=2)=CC=1.C1C=CC(P(C2C=CC=CC=2)C2C=CC=CC=2)=CC=1.Cl[Pd]Cl.O.C(#N)C. The product is [C:9]1([C:2]2[CH:7]=[C:6]([C:9]3[CH:14]=[CH:13][CH:12]=[CH:11][CH:10]=3)[N:5]=[CH:4][N:3]=2)[CH:14]=[CH:13][CH:12]=[CH:11][CH:10]=1. The yield is 0.380.